Task: Predict the product of the given reaction.. Dataset: Forward reaction prediction with 1.9M reactions from USPTO patents (1976-2016) (1) The product is: [Cl:1][C:2]1[CH:3]=[C:4]([N:8]([CH2:9][C:10]2[C:19]3[C:14](=[C:15]([F:20])[CH:16]=[CH:17][CH:18]=3)[NH:13][C:12](=[O:21])[CH:11]=2)[C:23]2[C:32]3[C:27](=[CH:28][CH:29]=[CH:30][CH:31]=3)[CH:26]=[CH:25][N:24]=2)[CH:5]=[CH:6][CH:7]=1. Given the reactants [Cl:1][C:2]1[CH:3]=[C:4]([NH:8][CH2:9][C:10]2[C:19]3[C:14](=[C:15]([F:20])[CH:16]=[CH:17][CH:18]=3)[NH:13][C:12](=[O:21])[CH:11]=2)[CH:5]=[CH:6][CH:7]=1.Cl[C:23]1[C:32]2[C:27](=[CH:28][CH:29]=[CH:30][CH:31]=2)[CH:26]=[CH:25][N:24]=1, predict the reaction product. (2) Given the reactants [CH:1]1([C:4]2[CH:9]=[CH:8][CH:7]=[C:6]([C:10]3[C:14]([C:15]4[CH:16]=[C:17]([C:22]5[CH:27]=[CH:26][C:25]([S:28]([CH3:31])(=[O:30])=[O:29])=[CH:24][CH:23]=5)[C:18]([F:21])=[CH:19][CH:20]=4)=[CH:13][N:12](COCC[Si](C)(C)C)[N:11]=3)[N:5]=2)[CH2:3][CH2:2]1.C1(C2C=CC=C(C3N(COCC[Si](C)(C)C)N=CC=3C3C=C(C4C=CC(S(C)(=O)=O)=CC=4)C(F)=CC=3)N=2)CC1, predict the reaction product. The product is: [CH:1]1([C:4]2[CH:9]=[CH:8][CH:7]=[C:6]([C:10]3[C:14]([C:15]4[CH:16]=[C:17]([C:22]5[CH:23]=[CH:24][C:25]([S:28]([CH3:31])(=[O:29])=[O:30])=[CH:26][CH:27]=5)[C:18]([F:21])=[CH:19][CH:20]=4)=[CH:13][NH:12][N:11]=3)[N:5]=2)[CH2:3][CH2:2]1.